Task: Predict the product of the given reaction.. Dataset: Forward reaction prediction with 1.9M reactions from USPTO patents (1976-2016) (1) Given the reactants [C:1]([NH:4][C:5]1[CH:6]=[CH:7][CH:8]=[C:9]2[C:13]=1[C:12](=[O:14])[N:11]([CH:15]([C:20]1[CH:25]=[CH:24][C:23]([O:26][CH:27]([F:29])[F:28])=[C:22]([O:30][CH2:31][CH3:32])[CH:21]=1)[CH2:16][C:17](O)=[O:18])[CH2:10]2)(=[O:3])[CH3:2].C(N1C=CN=C1)(N1C=CN=C1)=O.[NH:45]1[CH2:50][CH2:49][O:48][CH2:47][CH2:46]1.O, predict the reaction product. The product is: [F:29][CH:27]([F:28])[O:26][C:23]1[CH:24]=[CH:25][C:20]([CH:15]([N:11]2[C:12](=[O:14])[C:13]3[C:9](=[CH:8][CH:7]=[CH:6][C:5]=3[NH:4][C:1](=[O:3])[CH3:2])[CH2:10]2)[CH2:16][C:17]([N:45]2[CH2:50][CH2:49][O:48][CH2:47][CH2:46]2)=[O:18])=[CH:21][C:22]=1[O:30][CH2:31][CH3:32]. (2) Given the reactants [CH3:1][C:2]1[C:7]([C:8]([OH:10])=O)=[CH:6][N:5]=[C:4]([C:11]2[CH:16]=[CH:15][CH:14]=[CH:13][N:12]=2)[N:3]=1.CN(C(SC1[N+]([O-])=CC=CC=1)=[N+](C)C)C.F[P-](F)(F)(F)(F)F.CCN(C(C)C)C(C)C.[F:48][C:49]1[CH:50]=[C:51]2[C:55](=[CH:56][CH:57]=1)[N:54]([NH2:58])[CH2:53][C:52]2([CH3:60])[CH3:59], predict the reaction product. The product is: [F:48][C:49]1[CH:50]=[C:51]2[C:55](=[CH:56][CH:57]=1)[N:54]([NH:58][C:8]([C:7]1[C:2]([CH3:1])=[N:3][C:4]([C:11]3[CH:16]=[CH:15][CH:14]=[CH:13][N:12]=3)=[N:5][CH:6]=1)=[O:10])[CH2:53][C:52]2([CH3:60])[CH3:59]. (3) Given the reactants [H-].[H-].[H-].[H-].[Li+].[Al+3].[OH:7][CH2:8][C@@H:9]1[CH2:14][CH2:13][CH2:12][N:11]([C:15](OC(C)(C)C)=O)[CH2:10]1.[OH-].[Na+].O, predict the reaction product. The product is: [CH3:15][N:11]1[CH2:12][CH2:13][CH2:14][C@@H:9]([CH2:8][OH:7])[CH2:10]1. (4) Given the reactants [OH:1][C:2]1[C:11]2[C:6](=[CH:7][CH:8]=[CH:9][CH:10]=2)[C:5]([OH:12])=[CH:4][CH:3]=1.[Br:13][C:14]1[CH:15]=[C:16]([CH:19]=[C:20]([O:24][CH3:25])[C:21]=1[O:22][CH3:23])[CH:17]=O.[C:26](#[N:30])[CH2:27][C:28]#[N:29].C1N2CCN(CC2)C1, predict the reaction product. The product is: [NH2:30][C:26]1[O:1][C:2]2[C:3]([CH:17]([C:16]3[CH:19]=[C:20]([O:24][CH3:25])[C:21]([O:22][CH3:23])=[C:14]([Br:13])[CH:15]=3)[C:27]=1[C:28]#[N:29])=[CH:4][C:5]([OH:12])=[C:6]1[CH:7]=[CH:8][CH:9]=[CH:10][C:11]=21. (5) Given the reactants [Cl:1][C:2]1[CH:3]=[CH:4][C:5]([CH3:9])=[C:6]([CH:8]=1)[NH2:7].[C:10](#[N:17])[C:11]1[CH:16]=[CH:15][CH:14]=[N:13][CH:12]=1, predict the reaction product. The product is: [Cl:1][C:2]1[CH:3]=[CH:4][C:5]([CH3:9])=[C:6]([NH:7][C:10](=[NH:17])[C:11]2[CH:16]=[CH:15][CH:14]=[N:13][CH:12]=2)[CH:8]=1.